Dataset: Full USPTO retrosynthesis dataset with 1.9M reactions from patents (1976-2016). Task: Predict the reactants needed to synthesize the given product. (1) Given the product [CH3:9][O:10][C:11](=[O:22])[CH:12]([C:13]1[CH:18]=[CH:17][C:16]([O:19][CH3:20])=[C:15]([F:21])[CH:14]=1)[CH2:24][CH:25]1[CH2:29][CH2:28][CH2:27][CH2:26]1, predict the reactants needed to synthesize it. The reactants are: C([N-]C(C)C)(C)C.[Li+].[CH3:9][O:10][C:11](=[O:22])[CH2:12][C:13]1[CH:18]=[CH:17][C:16]([O:19][CH3:20])=[C:15]([F:21])[CH:14]=1.I[CH2:24][CH:25]1[CH2:29][CH2:28][CH2:27][CH2:26]1. (2) Given the product [Cl:26][C:27]1[CH:28]=[C:29]([S:34]([NH:37][C:38]2[N:39]=[N:40][C:41]([S:10][CH3:9])=[CH:42][C:43]=2[O:44][CH3:45])(=[O:36])=[O:35])[CH:30]=[C:31]([Cl:33])[CH:32]=1, predict the reactants needed to synthesize it. The reactants are: ClC1C=C([CH2:9][S:10](NC2N=NC(SCCC)=CC=2OC)(=O)=O)C=C(Cl)C=1.[Cl:26][C:27]1[CH:28]=[C:29]([S:34]([NH:37][C:38]2[N:39]=[N:40][C:41](I)=[CH:42][C:43]=2[O:44][CH3:45])(=[O:36])=[O:35])[CH:30]=[C:31]([Cl:33])[CH:32]=1.ClC1N=NC(NS(CC2C=C(Cl)C=C(Cl)C=2)(=O)=O)=C(OC)C=1.C[S-].[Na+].C(S)CC.